Dataset: Peptide-MHC class II binding affinity with 134,281 pairs from IEDB. Task: Regression. Given a peptide amino acid sequence and an MHC pseudo amino acid sequence, predict their binding affinity value. This is MHC class II binding data. The peptide sequence is GEPKGAAESSSKAAL. The MHC is DRB3_0101 with pseudo-sequence DRB3_0101. The binding affinity (normalized) is 0.0614.